From a dataset of Forward reaction prediction with 1.9M reactions from USPTO patents (1976-2016). Predict the product of the given reaction. (1) Given the reactants Br[CH2:2][CH2:3][CH2:4][CH2:5][CH2:6][N:7]1[CH:11]([C:12]2[CH:17]=[CH:16][C:15]([F:18])=[C:14]([F:19])[CH:13]=2)[CH2:10][O:9][C:8]1=[O:20].[CH3:21][CH:22]([CH3:38])[C:23]([NH:25][C:26]1[CH:31]=[CH:30][CH:29]=[C:28]([CH:32]2[CH2:37][CH2:36][NH:35][CH2:34][CH2:33]2)[CH:27]=1)=[O:24].[Na+].[I-].C([O-])([O-])=O.[K+].[K+], predict the reaction product. The product is: [F:19][C:14]1[CH:13]=[C:12]([CH:11]2[CH2:10][O:9][C:8](=[O:20])[N:7]2[CH2:6][CH2:5][CH2:4][CH2:3][CH2:2][N:35]2[CH2:36][CH2:37][CH:32]([C:28]3[CH:27]=[C:26]([NH:25][C:23](=[O:24])[CH:22]([CH3:21])[CH3:38])[CH:31]=[CH:30][CH:29]=3)[CH2:33][CH2:34]2)[CH:17]=[CH:16][C:15]=1[F:18]. (2) Given the reactants [CH:1]([C:3]1[S:7][C:6]([C:8]([OH:10])=O)=[C:5]([CH3:11])[C:4]=1[CH3:12])=[O:2].[CH2:13]([C:15]1[CH:30]=[C:29]([C:31](=[NH:34])[NH:32]O)[CH:28]=[C:27]([CH3:35])[C:16]=1[O:17][CH2:18][C@@H:19]([OH:26])[CH2:20][NH:21][C:22](=[O:25])[CH2:23][OH:24])[CH3:14], predict the reaction product. The product is: [CH2:13]([C:15]1[CH:30]=[C:29]([C:31]2[N:34]=[C:8]([C:6]3[S:7][C:3]([CH:1]=[O:2])=[C:4]([CH3:12])[C:5]=3[CH3:11])[O:10][N:32]=2)[CH:28]=[C:27]([CH3:35])[C:16]=1[O:17][CH2:18][C@@H:19]([OH:26])[CH2:20][NH:21][C:22](=[O:25])[CH2:23][OH:24])[CH3:14]. (3) Given the reactants [CH3:1][O:2][C:3]([C:5]1[CH:16]=[CH:15][C:8]2[S:9][C:10]([C:12]([OH:14])=O)=[CH:11][C:7]=2[CH:6]=1)=[O:4].[C:17]([O:36][NH2:37])([C:30]1[CH:35]=[CH:34][CH:33]=[CH:32][CH:31]=1)([C:24]1[CH:29]=[CH:28][CH:27]=[CH:26][CH:25]=1)[C:18]1[CH:23]=[CH:22][CH:21]=[CH:20][CH:19]=1.C(Cl)CCl.C1C=CC2N(O)N=NC=2C=1.CCN(C(C)C)C(C)C, predict the reaction product. The product is: [CH3:1][O:2][C:3]([C:5]1[CH:16]=[CH:15][C:8]2[S:9][C:10]([C:12](=[O:14])[NH:37][O:36][C:17]([C:18]3[CH:23]=[CH:22][CH:21]=[CH:20][CH:19]=3)([C:30]3[CH:31]=[CH:32][CH:33]=[CH:34][CH:35]=3)[C:24]3[CH:25]=[CH:26][CH:27]=[CH:28][CH:29]=3)=[CH:11][C:7]=2[CH:6]=1)=[O:4]. (4) Given the reactants [C:1]([O:5][CH2:6][CH3:7])(=[O:4])[CH2:2][OH:3].N1C=CN=C1.[Cl-].[C:14]([SiH:18]([C:25]1[CH:30]=[CH:29][CH:28]=[CH:27][CH:26]=1)[C:19]1[CH:24]=[CH:23][CH:22]=[CH:21][CH:20]=1)([CH3:17])([CH3:16])[CH3:15], predict the reaction product. The product is: [Si:18]([O:3][CH2:2][C:1]([O:5][CH2:6][CH3:7])=[O:4])([C:14]([CH3:17])([CH3:16])[CH3:15])([C:25]1[CH:26]=[CH:27][CH:28]=[CH:29][CH:30]=1)[C:19]1[CH:24]=[CH:23][CH:22]=[CH:21][CH:20]=1. (5) Given the reactants [Cl:1][C:2]1[CH:7]=[C:6]([NH:8][C:9]2[CH:14]=[CH:13][CH:12]=[CH:11][C:10]=2[O:15][CH2:16][CH2:17][CH2:18]O)[CH:5]=[CH:4][C:3]=1[C:20]([C:22]1[CH:27]=[CH:26][CH:25]=[CH:24][C:23]=1[CH3:28])=[O:21].C1(C)C=CC(S(Cl)(=O)=O)=CC=1.[NH:40]1[CH2:45][CH2:44][O:43][CH2:42][CH2:41]1.O, predict the reaction product. The product is: [Cl:1][C:2]1[CH:7]=[C:6]([NH:8][C:9]2[CH:14]=[CH:13][CH:12]=[CH:11][C:10]=2[O:15][CH2:16][CH2:17][CH2:18][N:40]2[CH2:45][CH2:44][O:43][CH2:42][CH2:41]2)[CH:5]=[CH:4][C:3]=1[C:20]([C:22]1[CH:27]=[CH:26][CH:25]=[CH:24][C:23]=1[CH3:28])=[O:21].